Task: Predict the product of the given reaction.. Dataset: Forward reaction prediction with 1.9M reactions from USPTO patents (1976-2016) (1) Given the reactants COC(=O)[CH2:4][CH:5]1[CH:9]2[CH2:10][CH2:11][CH:6]1[CH2:7][CH2:8]2.[H-].[Al+3].[Li+].[H-].[H-].[H-].C([O:21]CC)C, predict the reaction product. The product is: [CH:9]12[CH:5]([CH2:4][OH:21])[CH:6]([CH2:11][CH2:10]1)[CH2:7][CH2:8]2. (2) Given the reactants [CH3:1][O:2][C:3]1[CH:4]=[C:5]([C:13]2[CH:18]=[CH:17][C:16]([N:19]([CH3:42])[CH2:20][CH2:21][N:22]([C:24]3[CH:25]=[CH:26][C:27]([C:30]4[CH:35]=[C:34]([O:36][CH3:37])[C:33]([O:38][CH3:39])=[C:32]([O:40][CH3:41])[CH:31]=4)=[N:28][CH:29]=3)[CH3:23])=[CH:15][N:14]=2)[CH:6]=[C:7]([O:11][CH3:12])[C:8]=1[O:9][CH3:10].[CH3:43][S:44]([OH:47])(=[O:46])=[O:45], predict the reaction product. The product is: [CH3:43][S:44]([OH:47])(=[O:46])=[O:45].[CH3:43][S:44]([OH:47])(=[O:46])=[O:45].[CH3:37][O:36][C:34]1[CH:35]=[C:30]([C:27]2[CH:26]=[CH:25][C:24]([N:22]([CH3:23])[CH2:21][CH2:20][N:19]([C:16]3[CH:17]=[CH:18][C:13]([C:5]4[CH:4]=[C:3]([O:2][CH3:1])[C:8]([O:9][CH3:10])=[C:7]([O:11][CH3:12])[CH:6]=4)=[N:14][CH:15]=3)[CH3:42])=[CH:29][N:28]=2)[CH:31]=[C:32]([O:40][CH3:41])[C:33]=1[O:38][CH3:39]. (3) Given the reactants [CH3:1][O:2][C:3]1[CH:8]=[C:7]([N:9]2[CH2:14][CH2:13][O:12][CH2:11][CH2:10]2)[C:6]([N+:15]([O-])=O)=[CH:5][C:4]=1[NH:18][C:19]1[N:24]=[C:23]([N:25]2[CH:29]=[C:28]([CH:30]=O)[C:27]([C:32]3[CH:37]=[CH:36][CH:35]=[CH:34][CH:33]=3)=[N:26]2)[CH:22]=[CH:21][N:20]=1.[CH2:38]([NH:40][CH3:41])[CH3:39], predict the reaction product. The product is: [CH2:38]([N:40]([CH2:30][C:28]1[C:27]([C:32]2[CH:33]=[CH:34][CH:35]=[CH:36][CH:37]=2)=[N:26][N:25]([C:23]2[CH:22]=[CH:21][N:20]=[C:19]([NH:18][C:4]3[C:3]([O:2][CH3:1])=[CH:8][C:7]([N:9]4[CH2:14][CH2:13][O:12][CH2:11][CH2:10]4)=[C:6]([NH:15][C:3](=[O:2])[CH:4]=[CH2:5])[CH:5]=3)[N:24]=2)[CH:29]=1)[CH3:41])[CH3:39].